Dataset: Full USPTO retrosynthesis dataset with 1.9M reactions from patents (1976-2016). Task: Predict the reactants needed to synthesize the given product. (1) The reactants are: [CH3:1][O:2][C:3]1[CH:8]=[CH:7][C:6]([CH:9](C(OCC)=O)[C:10]([O:12]CC)=[O:11])=[C:5]([N+:20]([O-:22])=[O:21])[CH:4]=1.[OH-].[Na+]. Given the product [CH3:1][O:2][C:3]1[CH:8]=[CH:7][C:6]([CH2:9][C:10]([OH:12])=[O:11])=[C:5]([N+:20]([O-:22])=[O:21])[CH:4]=1, predict the reactants needed to synthesize it. (2) Given the product [Br:1][C:2]1[CH:3]=[C:4]([C:9](=[O:11])[CH3:10])[CH:5]=[CH:6][C:7]=1[O:8][CH2:13][CH:14]1[CH2:16][CH2:15]1, predict the reactants needed to synthesize it. The reactants are: [Br:1][C:2]1[CH:3]=[C:4]([C:9](=[O:11])[CH3:10])[CH:5]=[CH:6][C:7]=1[OH:8].Br[CH2:13][CH:14]1[CH2:16][CH2:15]1.